From a dataset of In vitro SARS-CoV-2 activity screen of 1,480 approved drugs from Prestwick library. Binary Classification. Given a drug SMILES string, predict its activity (active/inactive) in a high-throughput screening assay against a specified biological target. The drug is CC(C)C[C@H](CN)CC(=O)O. The result is 0 (inactive).